This data is from Peptide-MHC class I binding affinity with 185,985 pairs from IEDB/IMGT. The task is: Regression. Given a peptide amino acid sequence and an MHC pseudo amino acid sequence, predict their binding affinity value. This is MHC class I binding data. (1) The binding affinity (normalized) is 0.601. The peptide sequence is RVMPVFAFK. The MHC is HLA-B27:05 with pseudo-sequence HLA-B27:05. (2) The peptide sequence is KILSDENYLL. The MHC is HLA-A02:03 with pseudo-sequence HLA-A02:03. The binding affinity (normalized) is 0.239. (3) The peptide sequence is FSNFSTSHI. The MHC is HLA-A32:01 with pseudo-sequence HLA-A32:01. The binding affinity (normalized) is 0.0923. (4) The peptide sequence is IVLPEKDSW. The MHC is HLA-A30:01 with pseudo-sequence HLA-A30:01. The binding affinity (normalized) is 0. (5) The peptide sequence is GHGTVVLEL. The MHC is HLA-A01:01 with pseudo-sequence HLA-A01:01. The binding affinity (normalized) is 0.0847. (6) The MHC is HLA-A02:03 with pseudo-sequence HLA-A02:03. The binding affinity (normalized) is 0.117. The peptide sequence is YRSGIIAVV. (7) The peptide sequence is TTSTTASAK. The MHC is HLA-A33:01 with pseudo-sequence HLA-A33:01. The binding affinity (normalized) is 0.131.